Dataset: Reaction yield outcomes from USPTO patents with 853,638 reactions. Task: Predict the reaction yield, written as a fraction of the theoretical maximum amount of product (1.0 means a 100% yield; for example, 0.34 means a 34% yield). (1) The reactants are CCN(CC)CC.O[C@@H:9]([CH3:28])[C@@H:10]([NH:14][C:15]([O:17][CH2:18][CH2:19][CH2:20][CH2:21][C:22]1[CH:27]=[CH:26][CH:25]=[CH:24][CH:23]=1)=[O:16])[C:11]([OH:13])=[O:12].CN(C(ON1N=NC2C=CC=CC1=2)=[N+](C)C)C.F[P-](F)(F)(F)(F)F. The catalyst is C(Cl)Cl. The product is [C:22]1([CH2:21][CH2:20][CH2:19][CH2:18][O:17][C:15](=[O:16])[NH:14][C@H:10]2[C:11](=[O:13])[O:12][C@H:9]2[CH3:28])[CH:27]=[CH:26][CH:25]=[CH:24][CH:23]=1. The yield is 0.0600. (2) The reactants are [C:1]1([C:7]2[O:11][C:10]3[CH:12]=[CH:13][CH:14]=[CH:15][C:9]=3[C:8]=2[C:16]2[CH:21]=[CH:20][CH:19]=[CH:18][CH:17]=2)[CH:6]=[CH:5][CH:4]=[CH:3][CH:2]=1.[Br:22]N1C(=O)CCC1=O.CN(C)C=O. The catalyst is O. The product is [Br:22][C:13]1[CH:14]=[CH:15][C:9]2[C:8]([C:16]3[CH:17]=[CH:18][CH:19]=[CH:20][CH:21]=3)=[C:7]([C:1]3[CH:6]=[CH:5][CH:4]=[CH:3][CH:2]=3)[O:11][C:10]=2[CH:12]=1. The yield is 0.720. (3) The reactants are [CH:1]1([NH:7][C:8](=[O:28])[CH2:9][C:10]2[CH:15]=[C:14]([I:16])[C:13]([O:17][C:18]3[CH:23]=[C:22]([I:24])[C:21]([OH:25])=[C:20]([I:26])[CH:19]=3)=[C:12]([I:27])[CH:11]=2)[CH2:6][CH2:5][CH2:4][CH2:3][CH2:2]1.C([O-])([O-])=O.[Cs+].[Cs+].[CH2:35]([CH:37]1[O:39][CH2:38]1)Br.CCOC(C)=O. The catalyst is O1CCOCC1. The product is [CH:1]1([NH:7][C:8](=[O:28])[CH2:9][C:10]2[CH:15]=[C:14]([I:16])[C:13]([O:17][C:18]3[CH:23]=[C:22]([I:24])[C:21]([O:25][CH2:35][CH:37]4[CH2:38][O:39]4)=[C:20]([I:26])[CH:19]=3)=[C:12]([I:27])[CH:11]=2)[CH2:2][CH2:3][CH2:4][CH2:5][CH2:6]1. The yield is 0.0500. (4) The reactants are [F:1][C:2]1[C:7]([F:8])=[C:6]([C:9]#[C:10][C:11]2[C:17]([C:18]#[C:19][C:20]3[C:25]([F:26])=[C:24]([F:27])[N:23]=[C:22]([F:28])[C:21]=3[F:29])=[CH:16][CH:15]=[CH:14][C:12]=2[NH2:13])[C:5]([F:30])=[C:4]([F:31])[N:3]=1.P(Cl)(Cl)([Cl:34])=O.[NH2:37][C@H:38]([C:44](O)=[O:45])[CH2:39][CH2:40][CH2:41][CH2:42][NH2:43].[ClH:47]. The catalyst is N1C=CC=CC=1.C1COCC1. The product is [ClH:34].[ClH:47].[NH2:37][CH:38]([CH2:39][CH2:40][CH2:41][CH2:42][NH2:43])[C:44]([NH:13][C:12]1[CH:14]=[CH:15][CH:16]=[C:17]([C:18]#[C:19][C:20]2[C:25]([F:26])=[C:24]([F:27])[N:23]=[C:22]([F:28])[C:21]=2[F:29])[C:11]=1[C:10]#[C:9][C:6]1[C:5]([F:30])=[C:4]([F:31])[N:3]=[C:2]([F:1])[C:7]=1[F:8])=[O:45]. The yield is 0.260. (5) The reactants are [Cl:1][C:2]1[CH:3]=[C:4]([C:8]2[C:12]([NH:13][C:14]([C:16]3[CH:17]=[N:18][N:19]4[CH:24]=[CH:23][CH:22]=[N:21][C:20]=34)=[O:15])=[CH:11][NH:10][N:9]=2)[CH:5]=[CH:6][CH:7]=1.[CH3:25][C:26]1([O:29][CH2:28]1)[CH3:27].C(=O)([O-])[O-].[Cs+].[Cs+]. The catalyst is CN(C)C=O. The product is [Cl:1][C:2]1[CH:3]=[C:4]([C:8]2[C:12]([NH:13][C:14]([C:16]3[CH:17]=[N:18][N:19]4[CH:24]=[CH:23][CH:22]=[N:21][C:20]=34)=[O:15])=[CH:11][N:10]([CH2:25][C:26]([OH:29])([CH3:28])[CH3:27])[N:9]=2)[CH:5]=[CH:6][CH:7]=1. The yield is 0.460. (6) The reactants are [N+:1]([C:4]1[CH:29]=[CH:28][C:7]([C:8]([NH:10][C:11]2[CH:12]=[CH:13][C:14]([O:17][C:18](=[O:27])[N:19]([CH3:26])[C:20]3[CH:25]=[CH:24][CH:23]=[CH:22][CH:21]=3)=[N:15][CH:16]=2)=[O:9])=[CH:6][CH:5]=1)([O-])=O.[H][H]. The catalyst is C(OCC)(=O)C. The product is [NH2:1][C:4]1[CH:29]=[CH:28][C:7]([C:8]([NH:10][C:11]2[CH:12]=[CH:13][C:14]([O:17][C:18](=[O:27])[N:19]([CH3:26])[C:20]3[CH:25]=[CH:24][CH:23]=[CH:22][CH:21]=3)=[N:15][CH:16]=2)=[O:9])=[CH:6][CH:5]=1. The yield is 0.360.